Task: Predict which catalyst facilitates the given reaction.. Dataset: Catalyst prediction with 721,799 reactions and 888 catalyst types from USPTO (1) Product: [ClH:18].[NH2:10][C:5]([CH2:8][CH3:9])([CH2:6][CH3:7])[C:3]([NH:2][CH3:1])=[O:4]. Reactant: [CH3:1][NH:2][C:3]([C:5]([NH:10]C(=O)OC(C)(C)C)([CH2:8][CH3:9])[CH2:6][CH3:7])=[O:4].[ClH:18]. The catalyst class is: 13. (2) Reactant: [O:1]1[CH:5]=[CH:4][CH:3]=[C:2]1[C:6]1[CH:11]=[C:10]([S:12][CH3:13])[N:9]=[C:8]([NH2:14])[N:7]=1.[Cl:15]N1C(=O)CCC1=O. Product: [Cl:15][C:11]1[C:6]([C:2]2[O:1][CH:5]=[CH:4][CH:3]=2)=[N:7][C:8]([NH2:14])=[N:9][C:10]=1[S:12][CH3:13]. The catalyst class is: 15. (3) Reactant: C1CN([P+](Br)(N2CCCC2)N2CCCC2)CC1.F[P-](F)(F)(F)(F)F.[Cl:25][C:26]1[CH:34]=[CH:33][C:32]([CH2:35][CH2:36][CH2:37][N:38](C(OC(C)(C)C)=O)[CH2:39][CH2:40][NH:41][CH2:42]C(OC(C)(C)C)=O)=[CH:31][C:27]=1[C:28]([OH:30])=O.[C:57]12([CH2:67][NH2:68])[CH2:66][CH:61]3[CH2:62][CH:63]([CH2:65][CH:59]([CH2:60]3)[CH2:58]1)[CH2:64]2.C(N(CC)CC)C. Product: [ClH:25].[ClH:25].[ClH:25].[Cl:25][C:26]1[CH:34]=[CH:33][C:32]([CH2:35][CH2:36][CH2:37][NH:38][CH2:39][CH2:40][NH:41][CH3:42])=[CH:31][C:27]=1[C:28]([NH:68][CH2:67][C:57]12[CH2:66][CH:61]3[CH2:60][CH:59]([CH2:65][CH:63]([CH2:62]3)[CH2:64]1)[CH2:58]2)=[O:30]. The catalyst class is: 42. (4) Reactant: [CH3:1][C:2]1([C:7]23[CH2:14][CH:13]4[CH2:15][C:9]([C:16](OC)=[O:17])([CH2:10][CH:11]2[CH2:12]4)[CH2:8]3)[O:6][CH2:5][CH2:4][O:3]1.[H-].[H-].[H-].[H-].[Li+].[Al+3]. Product: [CH3:1][C:2]1([C:7]23[CH2:14][CH:13]4[CH2:15][C:9]([CH2:16][OH:17])([CH2:10][CH:11]2[CH2:12]4)[CH2:8]3)[O:3][CH2:4][CH2:5][O:6]1. The catalyst class is: 116.